Dataset: NCI-60 drug combinations with 297,098 pairs across 59 cell lines. Task: Regression. Given two drug SMILES strings and cell line genomic features, predict the synergy score measuring deviation from expected non-interaction effect. (1) Drug 1: CC1=C2C(C(=O)C3(C(CC4C(C3C(C(C2(C)C)(CC1OC(=O)C(C(C5=CC=CC=C5)NC(=O)C6=CC=CC=C6)O)O)OC(=O)C7=CC=CC=C7)(CO4)OC(=O)C)O)C)OC(=O)C. Drug 2: CCC1=C2CN3C(=CC4=C(C3=O)COC(=O)C4(CC)O)C2=NC5=C1C=C(C=C5)O. Cell line: ACHN. Synergy scores: CSS=52.7, Synergy_ZIP=-0.455, Synergy_Bliss=-0.512, Synergy_Loewe=-4.21, Synergy_HSA=2.86. (2) Drug 1: C1=NC(=NC(=O)N1C2C(C(C(O2)CO)O)O)N. Drug 2: CN(C(=O)NC(C=O)C(C(C(CO)O)O)O)N=O. Cell line: NCIH23. Synergy scores: CSS=-2.44, Synergy_ZIP=0.0185, Synergy_Bliss=1.40, Synergy_Loewe=-10.0, Synergy_HSA=-3.87.